Dataset: Forward reaction prediction with 1.9M reactions from USPTO patents (1976-2016). Task: Predict the product of the given reaction. (1) Given the reactants [N:1]1[CH:6]=[CH:5][C:4](B(O)O)=[CH:3][C:2]=1[CH3:10].[C:11]([C:13]1([NH:16][C:17]([C@H:19]2[CH2:23][C@H:22]([S:24]([C:27]3[CH:32]=[CH:31][C:30](Br)=[CH:29][C:28]=3[C:34]([F:37])([F:36])[F:35])(=[O:26])=[O:25])[CH2:21][C@@H:20]2[O:38][CH:39]([CH3:41])[CH3:40])=[O:18])[CH2:15][CH2:14]1)#[N:12].C(C1(NC([C@H]2C[C@H](S(C3C=CC(Br)=CC=3C(F)(F)F)(=O)=O)C[C@@H]2OC)=O)CC1)#N, predict the reaction product. The product is: [C:11]([C:13]1([NH:16][C:17]([C@H:19]2[CH2:23][C@H:22]([S:24]([C:27]3[CH:32]=[CH:31][C:30]([C:4]4[CH:5]=[CH:6][N:1]=[C:2]([CH3:10])[CH:3]=4)=[CH:29][C:28]=3[C:34]([F:37])([F:35])[F:36])(=[O:26])=[O:25])[CH2:21][C@@H:20]2[O:38][CH:39]([CH3:41])[CH3:40])=[O:18])[CH2:15][CH2:14]1)#[N:12]. (2) The product is: [CH3:1][C:2]1[CH:11]=[CH:10][C:9]2[C:4](=[CH:5][CH:6]=[C:7]([CH2:12][OH:13])[CH:8]=2)[N:3]=1. Given the reactants [CH3:1][C:2]1[CH:11]=[CH:10][C:9]2[C:4](=[CH:5][CH:6]=[C:7]([CH:12]=[O:13])[CH:8]=2)[N:3]=1.[BH4-].[Na+], predict the reaction product. (3) Given the reactants [N+:1]([C:4]1[CH:12]=[CH:11][C:10]([N:13]2[CH2:18][CH2:17][N:16]([CH3:19])[CH2:15][CH2:14]2)=[CH:9][C:5]=1[C:6]([OH:8])=[O:7])([O-])=O.C1CCCCC=1, predict the reaction product. The product is: [NH2:1][C:4]1[CH:12]=[CH:11][C:10]([N:13]2[CH2:18][CH2:17][N:16]([CH3:19])[CH2:15][CH2:14]2)=[CH:9][C:5]=1[C:6]([OH:8])=[O:7]. (4) Given the reactants Cl[C:2](Cl)=[CH:3][C:4]([C:6]1[C:7]([Cl:14])=[N:8][C:9]([Cl:13])=[C:10]([F:12])[CH:11]=1)=[O:5].[NH2:16][C:17]1[CH:22]=[CH:21][CH:20]=[CH:19][CH:18]=1.[CH:23]([NH2:26])([CH3:25])[CH3:24], predict the reaction product. The product is: [NH:16](/[C:2](/[NH:26][CH:23]([CH3:25])[CH3:24])=[CH:3]\[C:4]([C:6]1[C:7]([Cl:14])=[N:8][C:9]([Cl:13])=[C:10]([F:12])[CH:11]=1)=[O:5])[C:17]1[CH:22]=[CH:21][CH:20]=[CH:19][CH:18]=1. (5) Given the reactants CN(C(ON1N=NC2C=CC=NC1=2)=[N+](C)C)C.F[P-](F)(F)(F)(F)F.[CH3:25][O:26][C:27]1[CH:32]=[CH:31][C:30]([F:33])=[CH:29][C:28]=1[N:34]1[CH2:39][CH2:38][NH:37][CH2:36][CH2:35]1.[Cl:40][C:41]1[C:42]([C:51]([F:54])([F:53])[F:52])=[N:43][N:44]([CH2:47][C:48](O)=[O:49])[C:45]=1[CH3:46], predict the reaction product. The product is: [Cl:40][C:41]1[C:42]([C:51]([F:53])([F:52])[F:54])=[N:43][N:44]([CH2:47][C:48]([N:37]2[CH2:38][CH2:39][N:34]([C:28]3[CH:29]=[C:30]([F:33])[CH:31]=[CH:32][C:27]=3[O:26][CH3:25])[CH2:35][CH2:36]2)=[O:49])[C:45]=1[CH3:46]. (6) Given the reactants [Cl:1][C:2]1[N:7]=[CH:6][C:5]([C:8]2[CH:9]=[C:10]([CH3:32])[C:11]3[O:17][CH2:16][CH2:15][N:14]([C:18]4[N:19]=[C:20]([C:28](O)=[O:29])[NH:21][C:22](=[CH2:27])[C:23]=4[CH:24]([CH3:26])[CH3:25])[CH2:13][C:12]=3[CH:31]=2)=[CH:4][C:3]=1[NH:33][S:34]([CH3:37])(=[O:36])=[O:35].F[P-](F)(F)(F)(F)F.[N:45]1(OC(N(C)C)=[N+](C)C)C2N=CC=CC=2N=N1.N, predict the reaction product. The product is: [Cl:1][C:2]1[N:7]=[CH:6][C:5]([C:8]2[CH:9]=[C:10]([CH3:32])[C:11]3[O:17][CH2:16][CH2:15][N:14]([C:18]4[C:23]([CH:24]([CH3:26])[CH3:25])=[C:22]([CH3:27])[N:21]=[C:20]([C:28]([NH2:45])=[O:29])[N:19]=4)[CH2:13][C:12]=3[CH:31]=2)=[CH:4][C:3]=1[NH:33][S:34]([CH3:37])(=[O:35])=[O:36]. (7) The product is: [CH2:19]1[C:20](=[O:21])[N:16]([O:13][C:12]([CH2:11][CH2:10][CH2:9][S:8][S:7][C:2]2[N:1]=[CH:6][CH:5]=[CH:4][CH:3]=2)=[O:14])[C:17](=[O:22])[CH2:18]1. Given the reactants [N:1]1[CH:6]=[CH:5][CH:4]=[CH:3][C:2]=1[S:7][S:8][CH2:9][CH2:10][CH2:11][C:12]([OH:14])=[O:13].O[N:16]1[C:20](=[O:21])[CH2:19][CH2:18][C:17]1=[O:22].CN(C)CCCN=C=NCC.C(OCC)(=O)C, predict the reaction product. (8) The product is: [Cl:26][C:23]1[CH:22]=[CH:21][C:20]([CH:8]([C:5]2[CH:6]=[CH:7][C:2]([Cl:1])=[CH:3][CH:4]=2)[C:9]2[CH:10]=[C:11]3[C:16](=[CH:17][CH:18]=2)[N:15]=[CH:14][N:13]=[C:12]3[NH:41][CH:38]2[CH2:39][CH2:40][N:35]([C:30]3[N:29]=[CH:34][CH:33]=[CH:32][N:31]=3)[CH2:36][CH2:37]2)=[CH:25][CH:24]=1. Given the reactants [Cl:1][C:2]1[CH:7]=[CH:6][C:5]([CH:8]([C:20]2[CH:25]=[CH:24][C:23]([Cl:26])=[CH:22][CH:21]=2)[C:9]2[CH:10]=[C:11]3[C:16](=[CH:17][CH:18]=2)[N:15]=[CH:14][N:13]=[C:12]3Cl)=[CH:4][CH:3]=1.Cl.Cl.[N:29]1[CH:34]=[CH:33][CH:32]=[N:31][C:30]=1[N:35]1[CH2:40][CH2:39][CH:38]([NH2:41])[CH2:37][CH2:36]1, predict the reaction product.